From a dataset of Forward reaction prediction with 1.9M reactions from USPTO patents (1976-2016). Predict the product of the given reaction. (1) The product is: [Br:3][C:7]1[CH:16]=[C:15]([C:17]([OH:19])=[O:18])[C:14]2[C:9](=[CH:10][CH:11]=[CH:12][CH:13]=2)[N:8]=1. Given the reactants P(Br)(Br)([Br:3])=O.O[C:7]1[CH:16]=[C:15]([C:17]([OH:19])=[O:18])[C:14]2[C:9](=[CH:10][CH:11]=[CH:12][CH:13]=2)[N:8]=1.[Cl-].[Na+], predict the reaction product. (2) Given the reactants [Br-:1].[Br-].[N+:3]([C:6]1[CH:11]=[CH:10][C:9]([N:12]2[CH2:16][CH2:15][CH:14]([N+:17]3[CH:21]=[CH:20][N:19]([CH2:22][CH2:23][CH2:24][N+:25]4[CH:29]=[CH:28][N:27]([CH:30]5[CH2:34][CH2:33][N:32]([C:35]6[CH:40]=[CH:39][C:38]([N+:41]([O-])=O)=[CH:37][CH:36]=6)[CH2:31]5)[CH:26]=4)[CH:18]=3)[CH2:13]2)=[CH:8][CH:7]=1)([O-])=O, predict the reaction product. The product is: [Br-:1].[Br-:1].[NH2:3][C:6]1[CH:11]=[CH:10][C:9]([N:12]2[CH2:16][CH2:15][CH:14]([N+:17]3[CH:21]=[CH:20][N:19]([CH2:22][CH2:23][CH2:24][N+:25]4[CH:29]=[CH:28][N:27]([CH:30]5[CH2:34][CH2:33][N:32]([C:35]6[CH:36]=[CH:37][C:38]([NH2:41])=[CH:39][CH:40]=6)[CH2:31]5)[CH:26]=4)[CH:18]=3)[CH2:13]2)=[CH:8][CH:7]=1. (3) Given the reactants [OH-].[Na+].[NH2:3][C:4]1[CH:11]=[CH:10][C:7]([C:8]#[N:9])=[C:6]([O:12][CH3:13])[CH:5]=1.[C:14](O[C:14]([O:16][C:17]([CH3:20])([CH3:19])[CH3:18])=[O:15])([O:16][C:17]([CH3:20])([CH3:19])[CH3:18])=[O:15].[C:29](O)(C)(C)C, predict the reaction product. The product is: [C:8]([C:7]1[C:6]([CH3:29])([O:12][CH3:13])[CH2:5][C:4]([NH:3][C:14](=[O:15])[O:16][C:17]([CH3:20])([CH3:19])[CH3:18])=[CH:11][CH:10]=1)#[N:9]. (4) Given the reactants [NH2:1][C:2]1[N:11]=[CH:10][C:9]2[C:8](SC)=[N:7][CH:6]=[N:5][C:4]=2[CH:3]=1.[NH2:14][C:15]1[CH:16]=[C:17]([C:21]([F:24])([F:23])[F:22])[CH:18]=[CH:19][CH:20]=1, predict the reaction product. The product is: [NH2:1][C:2]1[N:11]=[CH:10][C:9]2[C:8]([NH:14][C:15]3[CH:20]=[CH:19][CH:18]=[C:17]([C:21]([F:22])([F:23])[F:24])[CH:16]=3)=[N:7][CH:6]=[N:5][C:4]=2[CH:3]=1. (5) Given the reactants [F:1][C:2]1[CH:7]=[CH:6][CH:5]=[CH:4][C:3]=1[NH:8][C:9](=[O:17])[CH:10]([CH3:16])[C:11]([O:13]CC)=[O:12].[OH-].[Na+], predict the reaction product. The product is: [F:1][C:2]1[CH:7]=[CH:6][CH:5]=[CH:4][C:3]=1[NH:8][C:9](=[O:17])[CH:10]([CH3:16])[C:11]([OH:13])=[O:12].